This data is from Catalyst prediction with 721,799 reactions and 888 catalyst types from USPTO. The task is: Predict which catalyst facilitates the given reaction. (1) Reactant: [CH3:1][O:2][C:3]1[CH:4]=[C:5]([CH:7]=[CH:8][C:9]=1[O:10][CH3:11])[NH2:6].[F:12][C:13]1[CH:18]=[CH:17][C:16]([S:19](Cl)(=[O:21])=[O:20])=[CH:15][CH:14]=1. Product: [CH3:1][O:2][C:3]1[CH:4]=[C:5]([NH:6][S:19]([C:16]2[CH:17]=[CH:18][C:13]([F:12])=[CH:14][CH:15]=2)(=[O:21])=[O:20])[CH:7]=[CH:8][C:9]=1[O:10][CH3:11]. The catalyst class is: 17. (2) The catalyst class is: 636. Product: [I:18][C:19]1[C:20]([CH2:29][OH:30])=[N:21][C:22]2[C:27]([CH:28]=1)=[CH:26][CH:25]=[CH:24][CH:23]=2. Reactant: [H-].C([Al+]CC(C)C)C(C)C.C1(C)C=CC=CC=1.[I:18][C:19]1[C:20]([C:29](OCC)=[O:30])=[N:21][C:22]2[C:27]([CH:28]=1)=[CH:26][CH:25]=[CH:24][CH:23]=2.IC1C(C(OCCC(C)C)=O)=NC2C(C=1)=CC=CC=2.[BH4-].[Na+]. (3) Reactant: P(Cl)(Cl)(Cl)(Cl)Cl.[Cl:7][CH2:8][CH2:9][CH2:10][CH2:11][C:12]([NH:14][CH:15]1[CH2:20][CH2:19][CH2:18][CH2:17][CH2:16]1)=O.C[Si]([N:25]=[N+:26]=[N-:27])(C)C.O. Product: [CH:15]1([N:14]2[C:12]([CH2:11][CH2:10][CH2:9][CH2:8][Cl:7])=[N:27][N:26]=[N:25]2)[CH2:20][CH2:19][CH2:18][CH2:17][CH2:16]1. The catalyst class is: 11. (4) Product: [O:11]=[CH:10][C@@H:9]([C@H:15]([C@@H:14]([C@@H:13]([CH2:32][OH:33])[OH:12])[OH:24])[OH:16])[OH:8]. Reactant: C([O:8][C@@H:9]1[C@@H:15]([O:16]CC2C=CC=CC=2)[C@H:14]([O:24]CC2C=CC=CC=2)[C@@H:13]([CH2:32][O:33]CC2C=CC=CC=2)[O:12][C@H:10]1[OH:11])C1C=CC=CC=1.ClC(Cl)(Cl)C#N.C([O-])([O-])=O.[K+].[K+].ClC(Cl)(Cl)C(=N)[O-]. The catalyst class is: 4. (5) Reactant: Cl.[N+:2]([C:5]1[CH:16]=[CH:15][C:8]([O:9][C@H:10]2[CH2:14][CH2:13][NH:12][CH2:11]2)=[CH:7][CH:6]=1)([O-:4])=[O:3].[C:17](Cl)(=[O:19])[CH3:18]. The catalyst class is: 2. Product: [N+:2]([C:5]1[CH:16]=[CH:15][C:8]([O:9][C@H:10]2[CH2:14][CH2:13][N:12]([C:17](=[O:19])[CH3:18])[CH2:11]2)=[CH:7][CH:6]=1)([O-:4])=[O:3]. (6) Reactant: [CH:1]([O:4][C:5]([C@H:7]1[CH2:12][CH2:11][C@H:10]([C:13]2[CH:18]=[CH:17][C:16]([NH2:19])=[CH:15][CH:14]=2)[CH2:9][CH2:8]1)=[O:6])([CH3:3])[CH3:2].[Cl:20]N1C(=O)CCC1=O. Product: [CH:1]([O:4][C:5]([C@H:7]1[CH2:8][CH2:9][C@H:10]([C:13]2[CH:14]=[CH:15][C:16]([NH2:19])=[C:17]([Cl:20])[CH:18]=2)[CH2:11][CH2:12]1)=[O:6])([CH3:3])[CH3:2]. The catalyst class is: 10. (7) Reactant: Cl[C:2]1[C:7]2[S:8][C:9]3[N:10]=[C:11]([N:21]4[CH2:26][CH2:25][O:24][CH2:23][CH2:22]4)[C:12]4[CH2:13][CH2:14][C:15]([CH3:20])([CH3:19])[CH2:16][C:17]=4[C:18]=3[C:6]=2[N:5]=[CH:4][N:3]=1.[N:27]1([CH2:33][CH2:34][NH2:35])[CH2:32][CH2:31][O:30][CH2:29][CH2:28]1. Product: [CH3:19][C:15]1([CH3:20])[CH2:14][CH2:13][C:12]2[C:11]([N:21]3[CH2:26][CH2:25][O:24][CH2:23][CH2:22]3)=[N:10][C:9]3[S:8][C:7]4[C:6](=[N:5][CH:4]=[N:3][C:2]=4[NH:35][CH2:34][CH2:33][N:27]4[CH2:32][CH2:31][O:30][CH2:29][CH2:28]4)[C:18]=3[C:17]=2[CH2:16]1. The catalyst class is: 8. (8) Reactant: C(OC(=O)C)(=O)C.C[O:9][C:10]([C:12]1[S:13][CH:14]=[CH:15][C:16]=1[NH2:17])=O.C([O-])=O.[NH4+].[CH:22]([NH2:24])=O. Product: [N:17]1[C:16]2[CH:15]=[CH:14][S:13][C:12]=2[C:10](=[O:9])[NH:24][CH:22]=1. The catalyst class is: 106. (9) Reactant: [F:1][C:2]1[CH:7]=[C:6]([F:8])[CH:5]=[CH:4][C:3]=1[C:9]1[N:10]=[C:11]([C:14]2[CH:19]=[CH:18][CH:17]=[C:16]([C:20]([F:23])([F:22])[F:21])[CH:15]=2)[NH:12][CH:13]=1.C=O.[NH:26]1[CH2:31][CH2:30][O:29][CH2:28][CH2:27]1.N1C=CN=[CH:33]1. Product: [F:1][C:2]1[CH:7]=[C:6]([F:8])[CH:5]=[CH:4][C:3]=1[C:9]1[NH:10][C:11]([C:14]2[CH:19]=[CH:18][CH:17]=[C:16]([C:20]([F:22])([F:23])[F:21])[CH:15]=2)=[N:12][C:13]=1[CH2:33][N:26]1[CH2:31][CH2:30][O:29][CH2:28][CH2:27]1. The catalyst class is: 404. (10) Reactant: Br[CH2:2][C:3]([O:5][CH3:6])=[O:4].[CH2:7]([NH:10][CH:11](O)C)[CH2:8][CH3:9].CCN(CC)CC.O. Product: [CH2:7]([N:10]1[CH2:11][CH2:6][O:5][C:3](=[O:4])[CH2:2]1)[CH2:8][CH3:9]. The catalyst class is: 11.